This data is from TCR-epitope binding with 47,182 pairs between 192 epitopes and 23,139 TCRs. The task is: Binary Classification. Given a T-cell receptor sequence (or CDR3 region) and an epitope sequence, predict whether binding occurs between them. (1) The epitope is LPPIVAKEI. The TCR CDR3 sequence is CASSQSDSGGDIQYF. Result: 0 (the TCR does not bind to the epitope). (2) The epitope is TLDSKTQSL. The TCR CDR3 sequence is CASSPNDNEAFF. Result: 1 (the TCR binds to the epitope).